This data is from Catalyst prediction with 721,799 reactions and 888 catalyst types from USPTO. The task is: Predict which catalyst facilitates the given reaction. (1) Reactant: [H-].[Na+].[NH:3]1[CH2:8][CH2:7][O:6][CH2:5][CH2:4]1.Cl.Cl[CH2:11][C:12]([NH2:14])=[NH:13]. Product: [O:6]1[CH2:7][CH2:8][N:3]([CH2:11][CH:12]([NH2:14])[NH2:13])[CH2:4][CH2:5]1. The catalyst class is: 1. (2) Reactant: [O:1]1[CH2:4][C:3](=[O:5])[CH2:2]1.[CH2:6]([Li])[CH2:7][CH2:8][CH3:9].CCCCCC. Product: [CH2:6]([C:3]1([OH:5])[CH2:4][O:1][CH2:2]1)[CH2:7][CH2:8][CH3:9]. The catalyst class is: 1. (3) Reactant: [CH:1]1([CH2:7][Mg]Cl)[CH2:6][CH2:5][CH2:4][CH2:3][CH2:2]1.CON(C)[C:13]([C:15]1[N:16]=[C:17]([CH:20]2[CH2:25][CH2:24][N:23]([C:26]([O:28][C:29]([CH3:32])([CH3:31])[CH3:30])=[O:27])[CH2:22][CH2:21]2)[S:18][CH:19]=1)=[O:14].[Cl-].[NH4+]. Product: [CH:1]1([CH2:7][C:13]([C:15]2[N:16]=[C:17]([CH:20]3[CH2:21][CH2:22][N:23]([C:26]([O:28][C:29]([CH3:32])([CH3:31])[CH3:30])=[O:27])[CH2:24][CH2:25]3)[S:18][CH:19]=2)=[O:14])[CH2:6][CH2:5][CH2:4][CH2:3][CH2:2]1. The catalyst class is: 469. (4) Product: [C:46]([C:45]1[CH:49]=[CH:50][C:51]2[NH:52][C:17]([C:13]3[CH:12]=[C:11]([C:19]([CH3:25])([CH3:24])[C:20]([O:22][CH3:23])=[O:21])[CH:10]=[C:9]([C:7]4[CH:8]=[C:3]([C:1]#[N:2])[CH:4]=[CH:5][C:6]=4[O:26][CH3:27])[C:14]=3[O:15][CH3:16])=[N:42][C:43]=2[CH:44]=1)(=[NH:47])[NH2:48]. Reactant: [C:1]([C:3]1[CH:4]=[CH:5][C:6]([O:26][CH3:27])=[C:7]([C:9]2[C:14]([O:15][CH3:16])=[C:13]([CH:17]=O)[CH:12]=[C:11]([C:19]([CH3:25])([CH3:24])[C:20]([O:22][CH3:23])=[O:21])[CH:10]=2)[CH:8]=1)#[N:2].C(O)(C)C.S(S([O-])=O)([O-])(=O)=O.[Na+].[Na+].Cl.[NH2:42][C:43]1[CH:44]=[C:45]([CH:49]=[CH:50][C:51]=1[NH2:52])[C:46]([NH2:48])=[NH:47]. The catalyst class is: 6. (5) Reactant: C([O:8][C@H:9]1[CH2:12][C@H:11]([C:13]2[N:17]([C:18]([O:20][C:21]([CH3:24])([CH3:23])[CH3:22])=[O:19])[C:16]3[CH:25]=[CH:26][CH:27]=[CH:28][C:15]=3[N:14]=2)[CH2:10]1)C1C=CC=CC=1.C1CCCCC=1.CC1C=C2N=C3C(=NC(NC3=O)=O)N(C[C@H](O)[C@H](O)[C@H](O)CO)C2=CC=1C. Product: [OH:8][C@H:9]1[CH2:10][C@H:11]([C:13]2[N:17]([C:18]([O:20][C:21]([CH3:22])([CH3:23])[CH3:24])=[O:19])[C:16]3[CH:25]=[CH:26][CH:27]=[CH:28][C:15]=3[N:14]=2)[CH2:12]1. The catalyst class is: 29.